This data is from Forward reaction prediction with 1.9M reactions from USPTO patents (1976-2016). The task is: Predict the product of the given reaction. (1) Given the reactants [Cl:1][CH2:2][CH2:3][CH2:4][N:5]=[C:6]=[O:7].[N:8]1[CH:13]=[CH:12][CH:11]=[C:10]([NH2:14])[CH:9]=1.C(OCC)(=O)C, predict the reaction product. The product is: [Cl:1][CH2:2][CH2:3][CH2:4][NH:5][C:6]([NH:14][C:10]1[CH:9]=[N:8][CH:13]=[CH:12][CH:11]=1)=[O:7]. (2) The product is: [CH2:13]([O:15][C:16](=[O:30])[C:17]([C:20]1[CH:21]=[N:22][C:23]([NH:29][C:9]([C:7]2[NH:6][C:5]3[S:12][C:2]([Cl:1])=[CH:3][C:4]=3[CH:8]=2)=[O:10])=[C:24]([O:26][CH2:27][CH3:28])[CH:25]=1)([OH:19])[CH3:18])[CH3:14]. Given the reactants [Cl:1][C:2]1[S:12][C:5]2[NH:6][C:7]([C:9](Cl)=[O:10])=[CH:8][C:4]=2[CH:3]=1.[CH2:13]([O:15][C:16](=[O:30])[C:17]([C:20]1[CH:21]=[N:22][C:23]([NH2:29])=[C:24]([O:26][CH2:27][CH3:28])[CH:25]=1)([OH:19])[CH3:18])[CH3:14], predict the reaction product. (3) Given the reactants [Cl:1][C:2]1[CH:7]=[CH:6][C:5]([C@@H:8]([C@H:24]2[CH2:29][CH2:28][O:27][C:26]([CH3:31])([CH3:30])[CH2:25]2)[CH2:9][C:10]([N:12]2[C@@H:16]([C:17]3[CH:22]=[CH:21][CH:20]=[CH:19][CH:18]=3)[CH2:15][O:14][C:13]2=[O:23])=[O:11])=[CH:4][CH:3]=1.C[Si]([N-][Si](C)(C)C)(C)C.[Na+].CC(C1C=C(C(C)C)C(S([N:57]=[N+:58]=[N-:59])(=O)=O)=C(C(C)C)C=1)C, predict the reaction product. The product is: [N:57]([C@@H:9]([C@@H:8]([C:5]1[CH:6]=[CH:7][C:2]([Cl:1])=[CH:3][CH:4]=1)[C@H:24]1[CH2:29][CH2:28][O:27][C:26]([CH3:31])([CH3:30])[CH2:25]1)[C:10]([N:12]1[C@@H:16]([C:17]2[CH:22]=[CH:21][CH:20]=[CH:19][CH:18]=2)[CH2:15][O:14][C:13]1=[O:23])=[O:11])=[N+:58]=[N-:59]. (4) Given the reactants [F:1][CH:2]([CH3:28])[CH2:3][N:4]1[CH2:9][CH2:8][CH:7]([CH2:10][O:11][C:12]2[CH:17]=[CH:16][C:15]([C:18]3[CH:23]=[CH:22][C:21]([C:24]([O:26]C)=[O:25])=[CH:20][CH:19]=3)=[CH:14][CH:13]=2)[CH2:6][CH2:5]1.CO.O.O[Li].O, predict the reaction product. The product is: [F:1][CH:2]([CH3:28])[CH2:3][N:4]1[CH2:9][CH2:8][CH:7]([CH2:10][O:11][C:12]2[CH:17]=[CH:16][C:15]([C:18]3[CH:19]=[CH:20][C:21]([C:24]([OH:26])=[O:25])=[CH:22][CH:23]=3)=[CH:14][CH:13]=2)[CH2:6][CH2:5]1. (5) Given the reactants CCN(C(C)C)C(C)C.C([O:14][C:15]([NH:17][CH2:18][C:19]([OH:21])=O)=[O:16])(C)(C)C.C1CN([P+](ON2N=NC3C=CC=CC2=3)(N2CCCC2)N2CCCC2)CC1.F[P-](F)(F)(F)(F)F.[F:55][C:56]([F:60])([F:59])[CH2:57][NH2:58], predict the reaction product. The product is: [F:55][C:56]([F:60])([F:59])[CH2:57][NH:58][C:19]([CH2:18][NH:17][C:15](=[O:16])[OH:14])=[O:21]. (6) Given the reactants [CH3:1][N:2]([CH3:5])[CH:3]=O.[Br:6][C:7]1[CH:8]=[C:9]([N+:14]([O-:16])=[O:15])[C:10]([CH3:13])=[N:11][CH:12]=1.COC(OC)N(C)C.O, predict the reaction product. The product is: [Br:6][C:7]1[CH:8]=[C:9]([N+:14]([O-:16])=[O:15])[C:10](/[CH:13]=[CH:3]/[N:2]([CH3:5])[CH3:1])=[N:11][CH:12]=1.